This data is from NCI-60 drug combinations with 297,098 pairs across 59 cell lines. The task is: Regression. Given two drug SMILES strings and cell line genomic features, predict the synergy score measuring deviation from expected non-interaction effect. (1) Drug 1: C1CN1C2=NC(=NC(=N2)N3CC3)N4CC4. Drug 2: C1=NC2=C(N1)C(=S)N=CN2. Cell line: RXF 393. Synergy scores: CSS=27.1, Synergy_ZIP=-9.12, Synergy_Bliss=-4.74, Synergy_Loewe=-16.5, Synergy_HSA=-2.87. (2) Drug 1: CC12CCC(CC1=CCC3C2CCC4(C3CC=C4C5=CN=CC=C5)C)O. Drug 2: C1=C(C(=O)NC(=O)N1)F. Cell line: SNB-75. Synergy scores: CSS=19.3, Synergy_ZIP=-4.40, Synergy_Bliss=-1.16, Synergy_Loewe=-2.23, Synergy_HSA=-1.35. (3) Drug 1: CC=C1C(=O)NC(C(=O)OC2CC(=O)NC(C(=O)NC(CSSCCC=C2)C(=O)N1)C(C)C)C(C)C. Drug 2: CN(CC1=CN=C2C(=N1)C(=NC(=N2)N)N)C3=CC=C(C=C3)C(=O)NC(CCC(=O)O)C(=O)O. Cell line: SF-539. Synergy scores: CSS=33.7, Synergy_ZIP=-12.7, Synergy_Bliss=-2.53, Synergy_Loewe=-2.31, Synergy_HSA=-0.871. (4) Drug 2: COC1=C2C(=CC3=C1OC=C3)C=CC(=O)O2. Cell line: SW-620. Synergy scores: CSS=-0.910, Synergy_ZIP=2.04, Synergy_Bliss=1.01, Synergy_Loewe=-1.16, Synergy_HSA=-1.51. Drug 1: CN1C2=C(C=C(C=C2)N(CCCl)CCCl)N=C1CCCC(=O)O.Cl. (5) Drug 1: CC1C(C(CC(O1)OC2CC(CC3=C2C(=C4C(=C3O)C(=O)C5=C(C4=O)C(=CC=C5)OC)O)(C(=O)CO)O)N)O.Cl. Drug 2: C1CC(=O)NC(=O)C1N2CC3=C(C2=O)C=CC=C3N. Cell line: M14. Synergy scores: CSS=-4.70, Synergy_ZIP=1.85, Synergy_Bliss=-1.37, Synergy_Loewe=-5.92, Synergy_HSA=-5.27. (6) Drug 1: C1=CC(=CC=C1C#N)C(C2=CC=C(C=C2)C#N)N3C=NC=N3. Drug 2: CC1=C(C(CCC1)(C)C)C=CC(=CC=CC(=CC(=O)O)C)C. Cell line: HS 578T. Synergy scores: CSS=9.62, Synergy_ZIP=0.511, Synergy_Bliss=8.32, Synergy_Loewe=7.20, Synergy_HSA=7.87. (7) Drug 1: CC1C(C(CC(O1)OC2CC(CC3=C2C(=C4C(=C3O)C(=O)C5=C(C4=O)C(=CC=C5)OC)O)(C(=O)CO)O)N)O.Cl. Drug 2: C1=CC(=CC=C1CCCC(=O)O)N(CCCl)CCCl. Cell line: U251. Synergy scores: CSS=21.2, Synergy_ZIP=-3.15, Synergy_Bliss=4.42, Synergy_Loewe=3.98, Synergy_HSA=4.68.